Task: Predict the reactants needed to synthesize the given product.. Dataset: Full USPTO retrosynthesis dataset with 1.9M reactions from patents (1976-2016) (1) Given the product [CH3:1][O:2][C:3](=[O:17])[CH2:4][CH2:5][NH:6][C:7](=[O:16])[C:8]1[CH:13]=[CH:12][C:11]([CH2:14][NH:28][C:27]2[CH:29]=[CH:30][C:24]([C:18]3[CH2:23][CH2:22][CH2:21][CH2:20][CH:19]=3)=[CH:25][CH:26]=2)=[CH:10][CH:9]=1, predict the reactants needed to synthesize it. The reactants are: [CH3:1][O:2][C:3](=[O:17])[CH2:4][CH2:5][NH:6][C:7](=[O:16])[C:8]1[CH:13]=[CH:12][C:11]([CH:14]=O)=[CH:10][CH:9]=1.[C:18]1([C:24]2[CH:30]=[CH:29][C:27]([NH2:28])=[CH:26][CH:25]=2)[CH2:23][CH2:22][CH2:21][CH2:20][CH:19]=1.C([BH3-])#N.[Na+]. (2) Given the product [NH2:25][C:21]1[N:20]=[CH:19][N:18]=[C:17]2[C:22]=1[N:23]=[CH:24][N:16]2[C@H:8]1[C@@H:9]2[O:13][C:12]([CH3:15])([CH3:14])[O:11][C@@H:10]2[C@@H:6]([CH2:5][N:4]([CH:1]([CH3:3])[CH3:2])[CH2:27][CH2:28][CH2:29][CH2:30][C:31]([O:33][CH2:34][CH3:35])=[O:32])[O:7]1, predict the reactants needed to synthesize it. The reactants are: [CH:1]([NH:4][CH2:5][C@@H:6]1[C@H:10]2[O:11][C:12]([CH3:15])([CH3:14])[O:13][C@H:9]2[C@H:8]([N:16]2[CH:24]=[N:23][C:22]3[C:17]2=[N:18][CH:19]=[N:20][C:21]=3[NH2:25])[O:7]1)([CH3:3])[CH3:2].O=[CH:27][CH2:28][CH2:29][CH2:30][C:31]([O:33][CH2:34][CH3:35])=[O:32].[BH-](OC(C)=O)(OC(C)=O)OC(C)=O.[Na+].C([O-])(O)=O.[Na+]. (3) Given the product [NH2:8][C@H:9]([CH2:29][C:30]1[CH:35]=[CH:34][C:33]([Cl:36])=[CH:32][CH:31]=1)[C:10]([N:12]1[CH2:17][CH2:16][C:15]([CH:23]2[CH2:28][CH2:27][CH2:26][CH2:25][CH2:24]2)([C:18]([O:20][CH2:21][CH3:22])=[O:19])[CH2:14][CH2:13]1)=[O:11], predict the reactants needed to synthesize it. The reactants are: C(OC([NH:8][C@H:9]([CH2:29][C:30]1[CH:35]=[CH:34][C:33]([Cl:36])=[CH:32][CH:31]=1)[C:10]([N:12]1[CH2:17][CH2:16][C:15]([CH:23]2[CH2:28][CH2:27][CH2:26][CH2:25][CH2:24]2)([C:18]([O:20][CH2:21][CH3:22])=[O:19])[CH2:14][CH2:13]1)=[O:11])=O)(C)(C)C.